From a dataset of Forward reaction prediction with 1.9M reactions from USPTO patents (1976-2016). Predict the product of the given reaction. (1) Given the reactants C(OC([N:8]1[CH2:14][CH2:13][CH2:12][N:11]([C:15]2[N:23]([CH2:24][C:25]#[C:26][CH3:27])[C:22]3[C:21](=[O:28])[NH:20][C:19](=[O:29])[N:18]([CH3:30])[C:17]=3[C:16]=2[C:31]#[N:32])[CH2:10][CH2:9]1)=O)(C)(C)C.Br[CH2:34][C:35]1[N:36]=[CH:37][C:38]2[C:43]([C:44]=1[C:45]#[N:46])=[CH:42][CH:41]=[CH:40][CH:39]=2, predict the reaction product. The product is: [CH2:24]([N:23]1[C:22]2[C:21](=[O:28])[N:20]([CH2:34][C:35]3[N:36]=[CH:37][C:38]4[C:43]([C:44]=3[C:45]#[N:46])=[CH:42][CH:41]=[CH:40][CH:39]=4)[C:19](=[O:29])[N:18]([CH3:30])[C:17]=2[C:16]([C:31]#[N:32])=[C:15]1[N:11]1[CH2:12][CH2:13][CH2:14][NH:8][CH2:9][CH2:10]1)[C:25]#[C:26][CH3:27]. (2) Given the reactants C[O:2][C:3]([C:5]1[N:6]([CH2:11][C:12](=O)[C:13]2[CH:18]=[CH:17][C:16]([C:19]([F:22])([F:21])[F:20])=[CH:15][CH:14]=2)[C:7]([Br:10])=[CH:8][CH:9]=1)=O.C([O-])(=O)C.[NH4+:28].O, predict the reaction product. The product is: [Br:10][C:7]1[N:6]2[CH:11]=[C:12]([C:13]3[CH:18]=[CH:17][C:16]([C:19]([F:22])([F:21])[F:20])=[CH:15][CH:14]=3)[NH:28][C:3](=[O:2])[C:5]2=[CH:9][CH:8]=1. (3) Given the reactants [F:1][C:2]([F:22])([C:10]1[CH:11]=[C:12]2[C:17](=[CH:18][CH:19]=1)[N:16]=[CH:15][C:14]([O:20][CH3:21])=[CH:13]2)[C:3]([O:5]C(C)(C)C)=[O:4].FC(F)(F)C(O)=O.C([SiH](CC)CC)C, predict the reaction product. The product is: [F:22][C:2]([F:1])([C:10]1[CH:11]=[C:12]2[C:17](=[CH:18][CH:19]=1)[N:16]=[CH:15][C:14]([O:20][CH3:21])=[CH:13]2)[C:3]([OH:5])=[O:4]. (4) Given the reactants [CH3:1][O:2][C:3]1[CH:11]=[CH:10][C:6]([C:7](Cl)=[O:8])=[CH:5]N=1.[Cl:12][C:13]1[C:21]2[C:20]([NH:22][CH2:23][CH2:24][C:25]3[CH:30]=[CH:29][C:28]([OH:31])=[CH:27][CH:26]=3)=[N:19][CH:18]=[N:17][C:16]=2[S:15][CH:14]=1.[CH3:32]CN(CC)CC, predict the reaction product. The product is: [Cl:12][C:13]1[C:21]2[C:20]([NH:22][CH2:23][CH2:24][C:25]3[CH:30]=[CH:29][C:28]([O:31][C:7](=[O:8])[C:6]4[CH:5]=[CH:32][C:3]([O:2][CH3:1])=[CH:11][CH:10]=4)=[CH:27][CH:26]=3)=[N:19][CH:18]=[N:17][C:16]=2[S:15][CH:14]=1. (5) Given the reactants Cl.[Cl:2][C:3]1[N:4]=[C:5]([C:10]([NH:12][C@H:13]2[CH2:18][CH2:17][NH:16][CH2:15][C@H:14]2[O:19][CH3:20])=[O:11])[NH:6][C:7]=1[CH2:8][CH3:9].F[C:22]1[C:27]([C:28]([O:30][CH3:31])=[O:29])=[CH:26][CH:25]=[CH:24][N:23]=1.C(N(C(C)C)CC)(C)C, predict the reaction product. The product is: [Cl:2][C:3]1[N:4]=[C:5]([C:10]([NH:12][C@H:13]2[CH2:18][CH2:17][N:16]([C:22]3[C:27]([C:28]([O:30][CH3:31])=[O:29])=[CH:26][CH:25]=[CH:24][N:23]=3)[CH2:15][C@H:14]2[O:19][CH3:20])=[O:11])[NH:6][C:7]=1[CH2:8][CH3:9].